From a dataset of P-glycoprotein inhibition data for predicting drug efflux from Broccatelli et al.. Regression/Classification. Given a drug SMILES string, predict its absorption, distribution, metabolism, or excretion properties. Task type varies by dataset: regression for continuous measurements (e.g., permeability, clearance, half-life) or binary classification for categorical outcomes (e.g., BBB penetration, CYP inhibition). Dataset: pgp_broccatelli. (1) The drug is COC(=O)/C=C(/C)OP(=O)(OC)OC. The result is 0 (non-inhibitor). (2) The drug is O=C(CCc1ccccc1)c1ccccc1OC[C@@H](O)CN1CCC(Cc2ccccc2)CC1. The result is 1 (inhibitor). (3) The drug is CC[C@H](c1ccc(O)cc1)[C@@H](CC)c1ccc(O)cc1. The result is 0 (non-inhibitor). (4) The drug is COc1cccc2c(=O)c3ccccc3n(CCCCN3CCN(CCO)CC3)c12. The result is 1 (inhibitor).